From a dataset of Forward reaction prediction with 1.9M reactions from USPTO patents (1976-2016). Predict the product of the given reaction. (1) Given the reactants COC1C=CC(N2CCN(CCC3C=CC=CC=3)CC2)=CC=1.[F:23][C:24]1[CH:29]=[C:28]([O:30]C)[C:27]([F:32])=[CH:26][C:25]=1[N:33]1[CH2:38][CH2:37][N:36]([S:39]([C:42]2([CH3:50])[CH:47]=[C:46]([CH3:48])[CH:45]=[C:44]([CH3:49])[CH2:43]2)(=[O:41])=[O:40])[CH2:35][CH2:34]1, predict the reaction product. The product is: [F:23][C:24]1[CH:29]=[C:28]([OH:30])[C:27]([F:32])=[CH:26][C:25]=1[N:33]1[CH2:34][CH2:35][N:36]([S:39]([C:42]2([CH3:50])[CH:43]=[C:44]([CH3:49])[CH:45]=[C:46]([CH3:48])[CH2:47]2)(=[O:41])=[O:40])[CH2:37][CH2:38]1. (2) Given the reactants [CH2:1]([O:4][CH:5]1[CH2:10][CH2:9][C:8](=O)[CH2:7][CH2:6]1)[CH2:2][CH3:3].[NH:12]1[CH2:17][CH2:16][CH:15]([NH:18][C:19](=[O:25])[O:20][C:21]([CH3:24])([CH3:23])[CH3:22])[CH2:14][CH2:13]1.C(O[BH-](OC(=O)C)OC(=O)C)(=O)C.[Na+].O, predict the reaction product. The product is: [CH2:1]([O:4][C@H:5]1[CH2:10][CH2:9][C@H:8]([N:12]2[CH2:13][CH2:14][CH:15]([NH:18][C:19](=[O:25])[O:20][C:21]([CH3:23])([CH3:22])[CH3:24])[CH2:16][CH2:17]2)[CH2:7][CH2:6]1)[CH2:2][CH3:3]. (3) Given the reactants [CH3:1][S:2][CH2:3][C@@H:4]1[NH:9][CH2:8][C@H:7]([C:10]2[CH:15]=[CH:14][CH:13]=[CH:12][CH:11]=2)[NH:6][C:5]1=[O:16].[F:17][C:18]1[CH:23]=[CH:22][C:21]([C:24]2[O:28][N:27]=[C:26]([C:29](O)=[O:30])[CH:25]=2)=[CH:20][CH:19]=1.C([C@@H]1N(C(=O)/C=C/C2C=CC=CC=2)C[C@H](CC(C)C)NC1=O)C(C)C, predict the reaction product. The product is: [F:17][C:18]1[CH:19]=[CH:20][C:21]([C:24]2[O:28][N:27]=[C:26]([C:29]([N:9]3[CH2:8][C@H:7]([C:10]4[CH:11]=[CH:12][CH:13]=[CH:14][CH:15]=4)[NH:6][C:5](=[O:16])[C@@H:4]3[CH2:3][S:2][CH3:1])=[O:30])[CH:25]=2)=[CH:22][CH:23]=1. (4) Given the reactants F[C:2]1[CH:9]=[CH:8][C:5]([CH:6]=[O:7])=[CH:4][CH:3]=1.[F:10][C:11]1[CH:16]=[CH:15][CH:14]=[CH:13][C:12]=1[OH:17].C(=O)([O-])[O-:19].[K+].[K+].CC(=CC)C.P([O-])(O)(O)=O.[K+].Cl[O-].[Na+], predict the reaction product. The product is: [F:10][C:11]1[CH:16]=[CH:15][CH:14]=[CH:13][C:12]=1[O:17][C:2]1[CH:9]=[CH:8][C:5]([C:6]([OH:19])=[O:7])=[CH:4][CH:3]=1.